This data is from Full USPTO retrosynthesis dataset with 1.9M reactions from patents (1976-2016). The task is: Predict the reactants needed to synthesize the given product. Given the product [NH2:1][C:2]1[C:3]([C:9]([OH:11])=[O:10])=[N:4][C:5]([C:16]2[CH:17]=[N:18][CH:19]=[CH:20][CH:21]=2)=[CH:6][N:7]=1, predict the reactants needed to synthesize it. The reactants are: [NH2:1][C:2]1[C:3]([C:9]([O:11]C)=[O:10])=[N:4][C:5](Br)=[CH:6][N:7]=1.C(B(CC)[C:16]1[CH:17]=[N:18][CH:19]=[CH:20][CH:21]=1)C.C1(P(C2C=CC=CC=2)C2C=CC=CC=2)C=CC=CC=1.C(=O)([O-])[O-].[Na+].[Na+].